Task: Predict the product of the given reaction.. Dataset: Forward reaction prediction with 1.9M reactions from USPTO patents (1976-2016) (1) Given the reactants [CH:1]1([S:4](Cl)(=[O:6])=[O:5])[CH2:3][CH2:2]1.[NH:8]1[CH2:13][CH2:12][CH2:11][CH:10]([C:14]2[C:18]3=[C:19]4[CH:25]=[CH:24][NH:23][C:20]4=[N:21][CH:22]=[C:17]3[NH:16][N:15]=2)[CH2:9]1, predict the reaction product. The product is: [CH:1]1([S:4]([N:8]2[CH2:13][CH2:12][CH2:11][CH:10]([C:14]3[C:18]4=[C:19]5[CH:25]=[CH:24][NH:23][C:20]5=[N:21][CH:22]=[C:17]4[NH:16][N:15]=3)[CH2:9]2)(=[O:6])=[O:5])[CH2:3][CH2:2]1. (2) The product is: [CH2:26]([O:25][C:23](=[O:24])[CH2:22][CH2:21][C:4]1([C:1](=[O:3])[CH3:2])[CH2:12][C:11]2[C:6](=[CH:7][CH:8]=[CH:9][CH:10]=2)[C:5]1=[O:13])[CH3:27]. Given the reactants [C:1]([CH:4]1[CH2:12][C:11]2[C:6](=[CH:7][CH:8]=[CH:9][CH:10]=2)[C:5]1=[O:13])(=[O:3])[CH3:2].C(=O)([O-])[O-].[K+].[K+].Br[CH2:21][CH2:22][C:23]([O:25][CH2:26][CH3:27])=[O:24].Cl, predict the reaction product. (3) Given the reactants [CH3:1][C:2]1([CH3:29])[CH:7]2[CH:8]3[CH2:22][CH2:21][CH:20]=[CH:19][C:9]3=[C:10]3[C:18]([CH2:17][C:16]4[CH:15]=[CH:14][CH:13]=[CH:12][C:11]3=4)=[C:6]2[C:5](C)([CH3:23])[C:4]([CH3:26])([CH3:25])[C:3]1([CH3:28])[CH3:27].[CH2:30]([Li])CCC.[F:35][C:36]([F:72])([F:71])[C:37]1[CH:42]=[CH:41][C:40]([C:43]2[CH:48]=[CH:47][C:46]([C:49]([C:55]3[CH:60]=[CH:59][C:58]([C:61]4[CH:66]=[CH:65][C:64]([C:67]([F:70])([F:69])[F:68])=[CH:63][CH:62]=4)=[CH:57][CH:56]=3)=[C:50]3[CH:54]=[CH:53][CH:52]=[CH:51]3)=[CH:45][CH:44]=2)=[CH:39][CH:38]=1.Cl, predict the reaction product. The product is: [F:35][C:36]([F:71])([F:72])[C:37]1[CH:42]=[CH:41][C:40]([C:43]2[CH:48]=[CH:47][C:46]([C:49]([C:55]3[CH:60]=[CH:59][C:58]([C:61]4[CH:62]=[CH:63][C:64]([C:67]([F:70])([F:68])[F:69])=[CH:65][CH:66]=4)=[CH:57][CH:56]=3)([CH:50]3[CH:51]=[CH:52][CH:53]=[CH:54]3)[C:7]3([CH3:30])[C:6]4[C:5]([CH3:23])([CH:12]5[CH2:13][CH2:14][CH:15]=[CH:16][C:11]5=[C:10]5[C:18]=4[CH2:17][C:19]4[CH:20]=[CH:21][CH:22]=[CH:8][C:9]5=4)[C:4]([CH3:26])([CH3:25])[C:3]([CH3:28])([CH3:27])[C:2]3([CH3:1])[CH3:29])=[CH:45][CH:44]=2)=[CH:39][CH:38]=1. (4) Given the reactants [CH2:1]1[C:9]2[C:4](=[CH:5][CH:6]=[CH:7][CH:8]=2)[CH2:3][CH:2]1[NH:10][C:11]1[CH:12]=[C:13]2[C:18](=[CH:19][CH:20]=1)[N:17]=[C:16]([CH3:21])[C:15]([C:22]([O:24]C)=[O:23])=[C:14]2[C:26]1[CH:31]=[CH:30][CH:29]=[CH:28][CH:27]=1.C1OCCOCCOCCOCCOCCOC1, predict the reaction product. The product is: [CH2:1]1[C:9]2[C:4](=[CH:5][CH:6]=[CH:7][CH:8]=2)[CH2:3][CH:2]1[NH:10][C:11]1[CH:12]=[C:13]2[C:18](=[CH:19][CH:20]=1)[N:17]=[C:16]([CH3:21])[C:15]([C:22]([OH:24])=[O:23])=[C:14]2[C:26]1[CH:31]=[CH:30][CH:29]=[CH:28][CH:27]=1. (5) Given the reactants [F:1][C:2]([F:13])([F:12])[C:3]1[CH:4]=[N:5][N:6]([CH2:8][C:9]([OH:11])=O)[CH:7]=1.[NH2:14][C:15]1[CH:16]=[C:17]([C:21]([C:23]2[C:27]3[CH:28]=[N:29][CH:30]=[C:31]([F:32])[C:26]=3[N:25]([CH:33]([CH3:36])[CH2:34][OH:35])[CH:24]=2)=[O:22])[CH:18]=[N:19][CH:20]=1, predict the reaction product. The product is: [F:32][C:31]1[C:26]2[N:25]([CH:33]([CH3:36])[CH2:34][OH:35])[CH:24]=[C:23]([C:21]([C:17]3[CH:16]=[C:15]([NH:14][C:9](=[O:11])[CH2:8][N:6]4[CH:7]=[C:3]([C:2]([F:1])([F:13])[F:12])[CH:4]=[N:5]4)[CH:20]=[N:19][CH:18]=3)=[O:22])[C:27]=2[CH:28]=[N:29][CH:30]=1. (6) Given the reactants Cl.[F:2][C:3]1([F:14])[CH2:7][NH:6][C@H:5]([CH:8]([CH3:13])[CH2:9][C:10]([OH:12])=[O:11])[CH2:4]1.Br[CH2:16][C:17]1[NH:22][C:21]([C:23]2[S:24][CH:25]=[CH:26][N:27]=2)=[N:20][C@@H:19]([C:28]2[CH:33]=[CH:32][C:31]([F:34])=[CH:30][C:29]=2[Cl:35])[C:18]=1[C:36]([O:38][CH3:39])=[O:37].C(=O)([O-])[O-].[K+].[K+], predict the reaction product. The product is: [Cl:35][C:29]1[CH:30]=[C:31]([F:34])[CH:32]=[CH:33][C:28]=1[C@@H:19]1[N:20]=[C:21]([C:23]2[S:24][CH:25]=[CH:26][N:27]=2)[NH:22][C:17]([CH2:16][N:6]2[CH2:7][C:3]([F:2])([F:14])[CH2:4][C@H:5]2[CH:8]([CH3:13])[CH2:9][C:10]([OH:12])=[O:11])=[C:18]1[C:36]([O:38][CH3:39])=[O:37]. (7) Given the reactants [F:1][C:2]([F:36])([F:35])[CH2:3][O:4][C:5]1[CH:10]=[CH:9][C:8]([S:11]C(C2C=CC=CC=2)(C2C=CC=CC=2)C2C=CC=CC=2)=[C:7]([C:31]([F:34])([F:33])[F:32])[CH:6]=1.FC(F)(F)C(O)=O.C([SiH](CC)CC)C.[OH-].[Na+].Cl.C(=O)([O-])O.[Na+], predict the reaction product. The product is: [F:36][C:2]([F:1])([F:35])[CH2:3][O:4][C:5]1[CH:10]=[CH:9][C:8]([SH:11])=[C:7]([C:31]([F:32])([F:33])[F:34])[CH:6]=1. (8) Given the reactants [Br:1][C:2]1[CH:3]=[C:4]2[C:8](=[C:9]([C:11]([O:13]CC)=[O:12])[CH:10]=1)[N:7](C(OC(C)(C)C)=O)[CH:6]=[C:5]2[CH:23]1[CH2:28][CH2:27][S:26](=[O:30])(=[O:29])[C:25]([CH3:32])([CH3:31])[CH2:24]1.[OH-].[Na+].Cl, predict the reaction product. The product is: [Br:1][C:2]1[CH:3]=[C:4]2[C:8](=[C:9]([C:11]([OH:13])=[O:12])[CH:10]=1)[NH:7][CH:6]=[C:5]2[CH:23]1[CH2:28][CH2:27][S:26](=[O:29])(=[O:30])[C:25]([CH3:32])([CH3:31])[CH2:24]1. (9) Given the reactants [Br:1]N1C(=O)CCC1=O.[CH3:9][C:10]1([C:23]2[CH:28]=[CH:27][CH:26]=[CH:25][N:24]=2)[N:15]2[C:16](=[O:22])[NH:17][C:18]3=[CH:19][CH:20]=[CH:21][C:13](=[C:14]23)[O:12][CH2:11]1.C(O)(=O)C.C(#N)C, predict the reaction product. The product is: [Br:1][C:21]1[C:13]2[O:12][CH2:11][C:10]([CH3:9])([C:23]3[CH:28]=[CH:27][CH:26]=[CH:25][N:24]=3)[N:15]3[C:16](=[O:22])[NH:17][C:18]([C:14]=23)=[CH:19][CH:20]=1. (10) Given the reactants [O:1]=[C:2]1[CH2:6][CH2:5][CH2:4][N:3]1[CH2:7][CH2:8][O:9][C:10]1[CH:11]=[C:12]2[C:22](=[O:23])[C:21]3[C:16](=[CH:17][CH:18]=[CH:19][CH:20]=3)[C:13]2=[N:14][CH:15]=1.C(=O)([O-])[O-].[K+].[K+].C[Si](C)(C)[C:32]([F:35])([F:34])[F:33].[F-].C([N+](CCCC)(CCCC)CCCC)CCC, predict the reaction product. The product is: [OH:23][C:22]1([C:32]([F:35])([F:34])[F:33])[C:12]2[C:13](=[N:14][CH:15]=[C:10]([O:9][CH2:8][CH2:7][N:3]3[CH2:4][CH2:5][CH2:6][C:2]3=[O:1])[CH:11]=2)[C:16]2[C:21]1=[CH:20][CH:19]=[CH:18][CH:17]=2.